This data is from Reaction yield outcomes from USPTO patents with 853,638 reactions. The task is: Predict the reaction yield, written as a fraction of the theoretical maximum amount of product (1.0 means a 100% yield; for example, 0.34 means a 34% yield). (1) The reactants are Br[CH:2]1[CH2:7][CH2:6][O:5][CH2:4][CH2:3]1.[Mg].II.[CH3:11][C:12]1[O:16][N:15]=[C:14]([CH:17]=[O:18])[CH:13]=1. The catalyst is C1COCC1. The product is [CH3:11][C:12]1[O:16][N:15]=[C:14]([CH:17]([CH:2]2[CH2:7][CH2:6][O:5][CH2:4][CH2:3]2)[OH:18])[CH:13]=1. The yield is 0.360. (2) The reactants are [NH:1]1[CH:5]=[CH:4][CH:3]=[C:2]1[CH:6]=O.[C:8]12([NH2:18])[CH2:17][CH:12]3[CH2:13][CH:14]([CH2:16][CH:10]([CH2:11]3)[CH2:9]1)[CH2:15]2. No catalyst specified. The product is [C:8]12([NH:18][CH2:6][C:2]3[NH:1][CH:5]=[CH:4][CH:3]=3)[CH2:15][CH:14]3[CH2:13][CH:12]([CH2:11][CH:10]([CH2:16]3)[CH2:9]1)[CH2:17]2. The yield is 0.700. (3) The reactants are [Br:1][C:2]1[CH:21]=[CH:20][C:5]2[NH:6][C:7]([C:12]3[CH:17]=[CH:16][C:15]([O:18][CH3:19])=[CH:14][CH:13]=3)(C(O)=O)[O:8][C:4]=2[CH:3]=1.Cl.C(N=C=NC[CH2:29][CH2:30][N:31]([CH3:33])C)C.[OH:34]N1C2C=CC=CC=2N=N1.Cl.Cl.N[CH:47]1[CH2:54]C2N(C)C(CCC2)C1.[CH2:57]([N:59]([CH2:62][CH3:63])[CH2:60][CH3:61])C. The catalyst is CN(C=O)C.C(OCC)(=O)C. The product is [CH3:57][N:59]1[CH:62]2[CH2:63][CH2:54][CH2:47][CH:60]1[CH2:61][CH:30]([NH:31][C:33]([C:20]1[CH:21]=[C:2]([Br:1])[CH:3]=[C:4]3[O:8][C:7]([C:12]4[CH:13]=[CH:14][C:15]([O:18][CH3:19])=[CH:16][CH:17]=4)=[N:6][C:5]=13)=[O:34])[CH2:29]2. The yield is 0.270.